Dataset: Full USPTO retrosynthesis dataset with 1.9M reactions from patents (1976-2016). Task: Predict the reactants needed to synthesize the given product. (1) Given the product [C:20]1([C:27]2[CH:28]=[CH:29][CH:30]=[CH:31][CH:32]=2)[CH:25]=[CH:24][CH:23]=[C:22]([O:26][CH2:15][CH2:14][CH2:13][O:12][C:8]2[CH:7]=[C:6]([CH2:5][CH:4]([O:17][CH3:18])[C:3]([OH:2])=[O:19])[CH:11]=[CH:10][CH:9]=2)[CH:21]=1, predict the reactants needed to synthesize it. The reactants are: C[O:2][C:3](=[O:19])[CH:4]([O:17][CH3:18])[CH2:5][C:6]1[CH:11]=[CH:10][CH:9]=[C:8]([O:12][CH2:13][CH2:14][CH2:15]Br)[CH:7]=1.[C:20]1([C:27]2[CH:32]=[CH:31][CH:30]=[CH:29][CH:28]=2)[CH:25]=[CH:24][CH:23]=[C:22]([OH:26])[CH:21]=1.CO[C@@H](CC1C=CC(OCCCOC2C=CC=CC=2)=CC=1)C(O)=O. (2) The reactants are: [NH2:1][C:2]1([C:8]([OH:10])=[O:9])[CH2:7][CH2:6][CH2:5][CH2:4][CH2:3]1.[CH2:11](N(CC)CC)C.[C:18]([O:21][CH2:22][CH3:23])(=[O:20])[CH3:19].CN(C)[CH:26]=[O:27]. Given the product [O:20]=[C:18]1[CH:19]=[CH:11][C:23]([C:26]([NH:1][C:2]2([C:8]([OH:10])=[O:9])[CH2:7][CH2:6][CH2:5][CH2:4][CH2:3]2)=[O:27])=[CH:22][O:21]1, predict the reactants needed to synthesize it.